Dataset: Catalyst prediction with 721,799 reactions and 888 catalyst types from USPTO. Task: Predict which catalyst facilitates the given reaction. Reactant: [Cl:1][C:2]1[C:7]([Cl:8])=[CH:6][C:5]([NH:9][CH2:10][C:11]([N:13]2[CH2:18][CH2:17][N:16](C(OC(C)(C)C)=O)[CH2:15][CH2:14]2)=[O:12])=[C:4]([CH2:26][CH3:27])[CH:3]=1. Product: [ClH:1].[Cl:1][C:2]1[C:7]([Cl:8])=[CH:6][C:5]([NH:9][CH2:10][C:11]([N:13]2[CH2:18][CH2:17][NH:16][CH2:15][CH2:14]2)=[O:12])=[C:4]([CH2:26][CH3:27])[CH:3]=1. The catalyst class is: 209.